This data is from Reaction yield outcomes from USPTO patents with 853,638 reactions. The task is: Predict the reaction yield, written as a fraction of the theoretical maximum amount of product (1.0 means a 100% yield; for example, 0.34 means a 34% yield). The reactants are C([O:8][C:9]1[C:10]([NH:23][C:24]2[S:25][CH:26]=[C:27]([CH3:29])[N:28]=2)=[N:11][CH:12]=[C:13]([S:15][CH2:16][C:17]2[CH:22]=[CH:21][CH:20]=[CH:19][N:18]=2)[CH:14]=1)C1C=CC=CC=1.[ClH:30].NCCS.Cl. No catalyst specified. The product is [ClH:30].[ClH:30].[CH3:29][C:27]1[N:28]=[C:24]([NH:23][C:10]2[C:9]([OH:8])=[CH:14][C:13]([S:15][CH2:16][C:17]3[CH:22]=[CH:21][CH:20]=[CH:19][N:18]=3)=[CH:12][N:11]=2)[S:25][CH:26]=1. The yield is 0.730.